Dataset: Full USPTO retrosynthesis dataset with 1.9M reactions from patents (1976-2016). Task: Predict the reactants needed to synthesize the given product. Given the product [Cl:1][C:2]1[CH:11]=[C:10]2[C:5]([C:6]([N:12]3[CH2:17][CH2:16][N:15]([C:18]([NH:20][CH:21]4[CH2:22][CH2:23][CH2:24][CH2:25][CH2:26]4)=[O:19])[CH2:14][CH2:13]3)=[CH:7][CH:8]=[N:9]2)=[CH:4][CH:3]=1, predict the reactants needed to synthesize it. The reactants are: [Cl:1][C:2]1[CH:11]=[C:10]2[C:5]([C:6]([N:12]3[CH2:17][CH2:16][N:15]([C:18]([NH:20][C:21]4[CH:26]=[CH:25][C:24](C(F)(F)F)=[CH:23][CH:22]=4)=[O:19])[CH2:14][CH2:13]3)=[CH:7][CH:8]=[N:9]2)=[CH:4][CH:3]=1.ClC1C=C2C(C(N3CCNCC3)=CC=N2)=CC=1.C(N(C(C)C)CC)(C)C.C1(N=C=O)CCCCC1.